This data is from Forward reaction prediction with 1.9M reactions from USPTO patents (1976-2016). The task is: Predict the product of the given reaction. (1) Given the reactants [F:1][C:2]([F:13])([C:6]1[CH:11]=[CH:10][C:9]([F:12])=[CH:8][CH:7]=1)[C:3](O)=[O:4].C(Cl)(=O)C([Cl:17])=O.CN(C=O)C, predict the reaction product. The product is: [F:1][C:2]([F:13])([C:6]1[CH:11]=[CH:10][C:9]([F:12])=[CH:8][CH:7]=1)[C:3]([Cl:17])=[O:4]. (2) Given the reactants [Cl:1][C:2]1[CH:39]=[CH:38][C:5]([CH2:6][CH2:7][O:8][C:9]2[N:10]=[N:11][C:12]([C:28]3[CH:33]=[C:32]([Cl:34])[C:31]([O:35]C)=[C:30]([Cl:37])[CH:29]=3)=[CH:13][C:14]=2[N:15]2[CH2:20][CH2:19][N:18](C(OC(C)(C)C)=O)[CH2:17][CH2:16]2)=[CH:4][CH:3]=1.B(Br)(Br)Br, predict the reaction product. The product is: [Cl:34][C:32]1[CH:33]=[C:28]([C:12]2[N:11]=[N:10][C:9]([O:8][CH2:7][CH2:6][C:5]3[CH:38]=[CH:39][C:2]([Cl:1])=[CH:3][CH:4]=3)=[C:14]([N:15]3[CH2:20][CH2:19][NH:18][CH2:17][CH2:16]3)[CH:13]=2)[CH:29]=[C:30]([Cl:37])[C:31]=1[OH:35]. (3) Given the reactants [Br:1][C:2]1[C:6]([Br:7])=[C:5](Br)[N:4]([CH2:9][C:10](=[O:12])[CH3:11])[N:3]=1.C([Sn](CCCC)(CCCC)[C:18]([O:20]CC)=[CH2:19])CCC, predict the reaction product. The product is: [C:18]([C:5]1[N:4]([CH2:9][C:10](=[O:12])[CH3:11])[N:3]=[C:2]([Br:1])[C:6]=1[Br:7])(=[O:20])[CH3:19]. (4) Given the reactants [CH3:1][O:2][C:3](=[O:26])[CH2:4][CH:5]1[CH2:10][CH2:9][CH:8]([C:11]2[CH:16]=[CH:15][C:14]([C:17]3[C:22]([O:23][CH3:24])=[CH:21][C:20]([NH2:25])=[CH:19][N:18]=3)=[CH:13][CH:12]=2)[CH2:7][CH2:6]1.[C:27]1(B(O)O)[CH:32]=[CH:31][CH:30]=[CH:29][CH:28]=1.N1C=CC=CC=1, predict the reaction product. The product is: [CH3:1][O:2][C:3](=[O:26])[CH2:4][CH:5]1[CH2:6][CH2:7][CH:8]([C:11]2[CH:16]=[CH:15][C:14]([C:17]3[C:22]([O:23][CH3:24])=[CH:21][C:20]([NH:25][C:27]4[CH:32]=[CH:31][CH:30]=[CH:29][CH:28]=4)=[CH:19][N:18]=3)=[CH:13][CH:12]=2)[CH2:9][CH2:10]1. (5) Given the reactants [NH2:1][C@H:2]1[CH2:7][CH2:6][C@H:5]([OH:8])[CH2:4][CH2:3]1.[O:9]1[CH2:13][CH2:12][CH2:11][C:10]1=O, predict the reaction product. The product is: [OH:8][C@H:5]1[CH2:6][CH2:7][C@H:2]([N:1]2[CH2:13][CH2:12][CH2:11][C:10]2=[O:9])[CH2:3][CH2:4]1.